Dataset: Catalyst prediction with 721,799 reactions and 888 catalyst types from USPTO. Task: Predict which catalyst facilitates the given reaction. (1) Reactant: S(S([O-])=O)([O-])=O.[Na+].[Na+].[Cl:9][C:10]1[C:15]([N+:16]([O-])=O)=[CH:14][N:13]=[C:12]([N:19]2[CH2:24][CH2:23][N:22]([C:25](=[O:30])[C:26]([CH3:29])([CH3:28])[CH3:27])[CH2:21][CH2:20]2)[CH:11]=1.O1CCCC1.N. Product: [NH2:16][C:15]1[C:10]([Cl:9])=[CH:11][C:12]([N:19]2[CH2:24][CH2:23][N:22]([C:25](=[O:30])[C:26]([CH3:27])([CH3:28])[CH3:29])[CH2:21][CH2:20]2)=[N:13][CH:14]=1. The catalyst class is: 6. (2) Reactant: Cl[C:2]1[C:3]2[N:11]([CH3:12])[CH:10]=[C:9]([C:13]3[C:18]([CH3:19])=[CH:17][C:16]([O:20][CH3:21])=[CH:15][C:14]=3[CH3:22])[C:4]=2[N:5]=[C:6]([CH3:8])[N:7]=1.[NH2:23][CH2:24][CH2:25][NH:26][C:27](=[O:37])[CH2:28][C:29]1[CH:34]=[CH:33][C:32]([O:35][CH3:36])=[CH:31][CH:30]=1.O. Product: [CH3:36][O:35][C:32]1[CH:31]=[CH:30][C:29]([CH2:28][C:27]([NH:26][CH2:25][CH2:24][NH:23][C:2]2[C:3]3[N:11]([CH3:12])[CH:10]=[C:9]([C:13]4[C:18]([CH3:19])=[CH:17][C:16]([O:20][CH3:21])=[CH:15][C:14]=4[CH3:22])[C:4]=3[N:5]=[C:6]([CH3:8])[N:7]=2)=[O:37])=[CH:34][CH:33]=1. The catalyst class is: 37. (3) Reactant: [CH:1]12[C:9](=[O:10])[CH:6]([CH2:7][CH2:8]1)[CH2:5][CH:4]=[CH:3][CH2:2]2.[CH2:11](O)[CH2:12][OH:13]. Product: [O:10]1[CH2:11][CH2:12][O:13][C:9]21[CH:6]1[CH2:7][CH2:8][CH:1]2[CH2:2][CH:3]=[CH:4][CH2:5]1. The catalyst class is: 743. (4) Reactant: [Cl-].[Al+3:2].[Cl-].[Cl-].[C:5]([O-:8])(=[O:7])[CH3:6]. Product: [C:5]([O-:8])(=[O:7])[CH3:6].[Al+3:2].[C:5]([O-:8])(=[O:7])[CH3:6].[C:5]([O-:8])(=[O:7])[CH3:6]. The catalyst class is: 6. (5) Reactant: [Br:1][C:2]1[CH:10]=[CH:9][CH:8]=[C:7]2[C:3]=1[CH:4]=[N:5][NH:6]2.F[B-](F)(F)F.[CH3:16][O+](C)C. Product: [Br:1][C:2]1[C:3]2[C:7]([CH:8]=[CH:9][CH:10]=1)=[N:6][N:5]([CH3:16])[CH:4]=2. The catalyst class is: 13.